This data is from Forward reaction prediction with 1.9M reactions from USPTO patents (1976-2016). The task is: Predict the product of the given reaction. (1) Given the reactants [C:1]1([CH:7]([C:15]2[CH:20]=[CH:19][CH:18]=[CH:17][CH:16]=2)[O:8][CH:9]2[CH2:14][CH2:13][NH:12][CH2:11][CH2:10]2)[CH:6]=[CH:5][CH:4]=[CH:3][CH:2]=1.[C:21]([O:25][CH3:26])(=[O:24])[CH:22]=[CH2:23], predict the reaction product. The product is: [C:15]1([CH:7]([C:1]2[CH:2]=[CH:3][CH:4]=[CH:5][CH:6]=2)[O:8][CH:9]2[CH2:14][CH2:13][N:12]([CH2:23][CH2:22][C:21]([O:25][CH3:26])=[O:24])[CH2:11][CH2:10]2)[CH:16]=[CH:17][CH:18]=[CH:19][CH:20]=1. (2) Given the reactants [Br-].[CH2:2]([N+:4]([CH2:7][CH2:8][OH:9])([CH3:6])[CH3:5])[CH3:3].[Li+].[C:11]([S:15]([N-:18][S:19]([C:22]([F:25])([F:24])[F:23])(=[O:21])=[O:20])(=[O:17])=[O:16])([F:14])([F:13])[F:12], predict the reaction product. The product is: [F:25][C:22]([F:23])([F:24])[S:19]([N-:18][S:15]([C:11]([F:12])([F:13])[F:14])(=[O:16])=[O:17])(=[O:20])=[O:21].[CH2:2]([N+:4]([CH2:7][CH2:8][OH:9])([CH3:6])[CH3:5])[CH3:3]. (3) Given the reactants [CH3:1][C:2]([NH:4][C:5]1[CH:6]=[CH:7][C:8]([OH:11])=[CH:9][CH:10]=1)=[O:3].[NH2:12][CH2:13][C:14]([OH:16])=[O:15].CCN(CC)CC, predict the reaction product. The product is: [CH3:1][C:2]([NH:4][C:5]1[CH:10]=[CH:9][C:8]([OH:11])=[CH:7][CH:6]=1)=[O:3].[NH2:12][CH2:13][C:14]([OH:16])=[O:15]. (4) Given the reactants [NH2:1][C:2]1[CH:14]=[CH:13][C:5]([C:6]([O:8][C:9]([CH3:12])([CH3:11])[CH3:10])=[O:7])=[CH:4][CH:3]=1.C(N(CC)CC)C.[Br:22][CH2:23][CH2:24][CH2:25][CH2:26][CH2:27][CH2:28][CH2:29][C:30](Cl)=[O:31].O, predict the reaction product. The product is: [Br:22][CH2:23][CH2:24][CH2:25][CH2:26][CH2:27][CH2:28][CH2:29][C:30]([NH:1][C:2]1[CH:14]=[CH:13][C:5]([C:6]([O:8][C:9]([CH3:10])([CH3:11])[CH3:12])=[O:7])=[CH:4][CH:3]=1)=[O:31]. (5) Given the reactants [CH:1]([C:4]1[N:8]2[CH:9]=[C:10]([O:13][C:14]3[CH:26]=[CH:25][CH:24]=[CH:23][C:15]=3[CH2:16][O:17]C(=O)C(C)C)[CH:11]=[CH:12][C:7]2=[N:6][N:5]=1)([CH3:3])[CH3:2].[OH-].[K+], predict the reaction product. The product is: [CH:1]([C:4]1[N:8]2[CH:9]=[C:10]([O:13][C:14]3[CH:26]=[CH:25][CH:24]=[CH:23][C:15]=3[CH2:16][OH:17])[CH:11]=[CH:12][C:7]2=[N:6][N:5]=1)([CH3:3])[CH3:2].